From a dataset of Full USPTO retrosynthesis dataset with 1.9M reactions from patents (1976-2016). Predict the reactants needed to synthesize the given product. (1) Given the product [Br:14][C:15]1[N:19]2[N:20]=[C:21]([NH:1][CH:2]3[CH2:7][CH2:6][CH:5]([OH:8])[CH2:4][CH2:3]3)[CH:22]=[CH:23][C:18]2=[N:17][CH:16]=1, predict the reactants needed to synthesize it. The reactants are: [NH2:1][C@H:2]1[CH2:7][CH2:6][C@H:5]([OH:8])[CH2:4][CH2:3]1.C([O-])(O)=O.[Na+].[Br:14][C:15]1[N:19]2[N:20]=[C:21](Cl)[CH:22]=[CH:23][C:18]2=[N:17][CH:16]=1. (2) Given the product [Br:1][CH:10]1[C:4](=[O:3])[CH2:5][CH2:6][N:7]([C:11]([O:13][CH2:14][CH3:15])=[O:12])[CH2:8][CH2:9]1, predict the reactants needed to synthesize it. The reactants are: [Br:1]Br.[O:3]=[C:4]1[CH2:10][CH2:9][CH2:8][N:7]([C:11]([O:13][CH2:14][CH3:15])=[O:12])[CH2:6][CH2:5]1. (3) Given the product [F:7][C:8]1[C:9]([I:15])=[CH:10][C:11](=[O:14])[N:12]([CH2:17][CH2:18][C@@:19]([CH3:29])([S:25]([CH3:28])(=[O:27])=[O:26])[C:20]([O:22][CH2:23][CH3:24])=[O:21])[CH:13]=1, predict the reactants needed to synthesize it. The reactants are: C(=O)([O-])[O-].[Cs+].[Cs+].[F:7][C:8]1[C:9]([I:15])=[CH:10][C:11](=[O:14])[NH:12][CH:13]=1.Br[CH2:17][CH2:18][C:19]([CH3:29])([S:25]([CH3:28])(=[O:27])=[O:26])[C:20]([O:22][CH2:23][CH3:24])=[O:21]. (4) The reactants are: [CH3:1][C:2](=[O:7])[CH2:3][C:4](=[O:6])[CH3:5].[CH:8](=O)[C:9]1[CH:14]=[CH:13][CH:12]=[CH:11][CH:10]=1.B(OCCCC)(OCCCC)O[CH2:18][CH2:19][CH2:20]C.[CH2:32](N)[CH2:33][CH2:34][CH3:35].Cl. Given the product [C:9]1([CH:8]=[CH:1][C:2](=[O:7])[CH2:3][C:4](=[O:6])[CH:5]=[CH:35][C:34]2[CH:20]=[CH:19][CH:18]=[CH:32][CH:33]=2)[CH:14]=[CH:13][CH:12]=[CH:11][CH:10]=1, predict the reactants needed to synthesize it.